Dataset: Full USPTO retrosynthesis dataset with 1.9M reactions from patents (1976-2016). Task: Predict the reactants needed to synthesize the given product. (1) The reactants are: I[C:2]1[C:10]2[C:5](=[N:6][CH:7]=[N:8][C:9]=2[NH2:11])[N:4]([C@H:12]2[CH2:17][CH2:16][C@@H:15]([N:18]3[CH2:23][CH2:22][N:21]([CH3:24])[CH2:20][CH2:19]3)[CH2:14][CH2:13]2)[N:3]=1.[CH2:25]([NH:33][C:34]([C:36]1[CH:41]=[CH:40][C:39](B(O)O)=[CH:38][C:37]=1[O:45][CH3:46])=[O:35])[CH2:26][C:27]1[CH:32]=[CH:31][CH:30]=[CH:29][CH:28]=1.C(=O)([O-])[O-].[Na+].[Na+].COCCOC. Given the product [CH2:25]([NH:33][C:34](=[O:35])[C:36]1[CH:41]=[CH:40][C:39]([C:2]2[C:10]3[C:5](=[N:6][CH:7]=[N:8][C:9]=3[NH2:11])[N:4]([C@H:12]3[CH2:17][CH2:16][C@@H:15]([N:18]4[CH2:23][CH2:22][N:21]([CH3:24])[CH2:20][CH2:19]4)[CH2:14][CH2:13]3)[N:3]=2)=[CH:38][C:37]=1[O:45][CH3:46])[CH2:26][C:27]1[CH:28]=[CH:29][CH:30]=[CH:31][CH:32]=1, predict the reactants needed to synthesize it. (2) The reactants are: C(OC([N:8]1[CH2:13][CH2:12][N:11]([C:14]2[CH:15]=[N:16][C:17]([NH:20][C:21]3[N:22]=[CH:23][C:24]4[CH:30]=[C:29]([CH2:31][O:32]C(=O)C)[C:28](=[O:36])[N:27]([CH:37]5[CH2:41][CH2:40][CH2:39][CH2:38]5)[C:25]=4[N:26]=3)=[CH:18][CH:19]=2)[CH2:10][CH2:9]1)=O)(C)(C)C.C(Cl)(Cl)[Cl:43]. Given the product [ClH:43].[CH:37]1([N:27]2[C:25]3[N:26]=[C:21]([NH:20][C:17]4[CH:18]=[CH:19][C:14]([N:11]5[CH2:10][CH2:9][NH:8][CH2:13][CH2:12]5)=[CH:15][N:16]=4)[N:22]=[CH:23][C:24]=3[CH:30]=[C:29]([CH2:31][OH:32])[C:28]2=[O:36])[CH2:38][CH2:39][CH2:40][CH2:41]1, predict the reactants needed to synthesize it. (3) Given the product [CH3:26][C@H:13]1[NH:14][CH2:15][C@H:10]([NH:9][C:5]2[CH:4]=[C:3]([CH:8]=[CH:7][N:6]=2)[C:1]#[N:2])[CH2:11][CH2:12]1, predict the reactants needed to synthesize it. The reactants are: [C:1]([C:3]1[CH:8]=[CH:7][N:6]=[C:5]([NH:9][C@H:10]2[CH2:15][N:14](C(OCC3C=CC=CC=3)=O)[C@H:13]([CH3:26])[CH2:12][CH2:11]2)[CH:4]=1)#[N:2].CSC.B(F)(F)F.CCOCC. (4) Given the product [CH3:31][S:32]([O:21][CH2:20][C:19]1[O:18][N:17]=[C:16]([CH3:22])[C:15]=1[CH:14]1[CH2:13][N:12]([CH3:23])[N:11]=[C:10]1[C:8](=[O:9])[C:5]1[CH:6]=[CH:7][C:2]([Cl:1])=[CH:3][CH:4]=1)(=[O:34])=[O:33], predict the reactants needed to synthesize it. The reactants are: [Cl:1][C:2]1[CH:7]=[CH:6][C:5]([C:8]([C:10]2[C:14]([C:15]3[C:16]([CH3:22])=[N:17][O:18][C:19]=3[CH2:20][OH:21])=[CH:13][N:12]([CH3:23])[N:11]=2)=[O:9])=[CH:4][CH:3]=1.C(N(CC)CC)C.[CH3:31][S:32](Cl)(=[O:34])=[O:33].C(=O)(O)[O-].[Na+]. (5) Given the product [CH2:19]([N:18]1[C:14]([CH:11]2[CH2:12][CH2:13][NH:8][CH2:9][CH2:10]2)=[CH:15][CH:16]=[N:17]1)[CH3:20], predict the reactants needed to synthesize it. The reactants are: C(OC([N:8]1[CH2:13][CH2:12][CH:11]([C:14]2[N:18]([CH2:19][CH3:20])[N:17]=[CH:16][CH:15]=2)[CH2:10][CH2:9]1)=O)(C)(C)C.N1CCCCC1.C(Cl)Cl.FC(F)(F)C(O)=O.Cl. (6) Given the product [CH2:14]([C:16]1[CH:17]=[CH:18][CH:19]=[C:20]2[C:24]=1[NH:23][CH:22]=[C:21]2[C:3]1([CH2:1][CH3:2])[C:11]2[C:6](=[CH:7][C:8]([F:12])=[CH:9][CH:10]=2)[CH2:5][CH2:4]1)[CH3:15], predict the reactants needed to synthesize it. The reactants are: [CH2:1]([C:3]1(O)[C:11]2[C:6](=[CH:7][C:8]([F:12])=[CH:9][CH:10]=2)[CH2:5][CH2:4]1)[CH3:2].[CH2:14]([C:16]1[CH:17]=[CH:18][CH:19]=[C:20]2[C:24]=1[NH:23][CH:22]=[CH:21]2)[CH3:15]. (7) Given the product [C:12]([O-:14])([OH:22])=[O:13].[Na+:24].[CH:2]1([C:7]2[NH:8][C:9]3[C:18]([O:19][CH3:20])=[CH:17][CH:16]=[C:11]([C:12]([O:14][CH3:15])=[O:13])[C:10]=3[N:21]=2)[CH2:6][CH2:5][CH2:4][CH2:3]1, predict the reactants needed to synthesize it. The reactants are: Cl.[CH:2]1([C:7](=[NH:21])[NH:8][C:9]2[CH:10]=[C:11]([CH:16]=[CH:17][C:18]=2[O:19][CH3:20])[C:12]([O:14][CH3:15])=[O:13])[CH2:6][CH2:5][CH2:4][CH2:3]1.[O-:22]Cl.[Na+:24]. (8) Given the product [Cl:13][C:14]1[CH:33]=[CH:32][C:17]([NH:18][C:19]2[C:28]3[C:23](=[CH:24][C:25]([O:31][CH:36]4[CH2:41][CH2:40][N:39]([CH3:42])[CH2:38][CH2:37]4)=[C:26]([O:29][CH3:30])[CH:27]=3)[N:22]=[CH:21][N:20]=2)=[C:16]([F:34])[CH:15]=1, predict the reactants needed to synthesize it. The reactants are: N(C(OCC)=O)=NC(OCC)=O.[Cl:13][C:14]1[CH:33]=[CH:32][C:17]([NH:18][C:19]2[C:28]3[C:23](=[CH:24][C:25]([OH:31])=[C:26]([O:29][CH3:30])[CH:27]=3)[N:22]=[CH:21][N:20]=2)=[C:16]([F:34])[CH:15]=1.O[CH:36]1[CH2:41][CH2:40][N:39]([CH3:42])[CH2:38][CH2:37]1.C1(P(C2C=CC=CC=2)C2C=CC=CC=2)C=CC=CC=1. (9) Given the product [I:1][C:2]1[CH:3]=[C:4]2[C:9](=[CH:10][CH:11]=1)[N:8]=[CH:7][N:6]=[C:5]2[Cl:15], predict the reactants needed to synthesize it. The reactants are: [I:1][C:2]1[CH:3]=[C:4]2[C:9](=[CH:10][CH:11]=1)[N:8]=[CH:7][NH:6][C:5]2=O.P(Cl)(Cl)([Cl:15])=O.C1(C)C=CC=CC=1.C(N(CC)CC)C.